From a dataset of Full USPTO retrosynthesis dataset with 1.9M reactions from patents (1976-2016). Predict the reactants needed to synthesize the given product. The reactants are: O=C1NC2C=CC=CC=2S[C@H](C2C=CC=CC=2)[C@@H]1NC(=O)[C@H](C)NC(=O)CC1C=CC=CC=1.Br.[NH2:35][C@H:36]1[C:42](=[O:43])[NH:41][C:40]2[CH:44]=[CH:45][CH:46]=[CH:47][C:39]=2[S:38][C@H:37]1[C:48]1[CH:53]=[CH:52][CH:51]=[CH:50][CH:49]=1.[F:54][C:55]1[CH:56]=[C:57]([CH2:62][C:63]([NH:65][C@H:66]([C:77](O)=[O:78])[CH2:67][C:68]2[NH:69][C:70]3[C:75]([CH:76]=2)=[CH:74][CH:73]=[CH:72][CH:71]=3)=[O:64])[CH:58]=[C:59]([F:61])[CH:60]=1. Given the product [F:61][C:59]1[CH:58]=[C:57]([CH2:62][C:63]([NH:65][C@H:66]([C:77]([NH:35][C@@H:36]2[C:42](=[O:43])[NH:41][C:40]3[CH:44]=[CH:45][CH:46]=[CH:47][C:39]=3[S:38][C@@H:37]2[C:48]2[CH:49]=[CH:50][CH:51]=[CH:52][CH:53]=2)=[O:78])[CH2:67][C:68]2[NH:69][C:70]3[C:75]([CH:76]=2)=[CH:74][CH:73]=[CH:72][CH:71]=3)=[O:64])[CH:56]=[C:55]([F:54])[CH:60]=1, predict the reactants needed to synthesize it.